Dataset: Full USPTO retrosynthesis dataset with 1.9M reactions from patents (1976-2016). Task: Predict the reactants needed to synthesize the given product. (1) Given the product [ClH:10].[CH2:11]([O:8][C:7](=[O:9])[C@@H:4]1[CH2:3][C@@H:2]([OH:1])[CH2:6][NH:5]1)[CH3:12], predict the reactants needed to synthesize it. The reactants are: [OH:1][C@H:2]1[CH2:6][NH:5][C@H:4]([C:7]([OH:9])=[O:8])[CH2:3]1.[ClH:10].[CH3:11][CH2:12]O. (2) Given the product [CH3:47][CH:45]([N:42]([CH3:43])[S:58]([C:52]1[CH:53]=[CH:54][C:55]([O:56][CH3:57])=[C:50]([O:49][CH3:48])[CH:51]=1)(=[O:60])=[O:59])[CH:46]([N:5]([CH3:3])[S:6]([C:9]1[CH:14]=[CH:13][C:12]([O:15][CH3:16])=[C:11]([O:17][CH3:18])[CH:10]=1)(=[O:8])=[O:7])[CH3:33], predict the reactants needed to synthesize it. The reactants are: C[CH:3]([NH:5][S:6]([C:9]1[CH:14]=[CH:13][C:12]([O:15][CH3:16])=[C:11]([O:17][CH3:18])[CH:10]=1)(=[O:7])=[O:8])[CH:3]([NH:5][S:6]([C:9]1[CH:14]=[CH:13][C:12]([O:15][CH3:16])=[C:11]([O:17][CH3:18])[CH:10]=1)(=[O:8])=[O:7])C.[CH3:33]C(N)C(N)C.C([N:42]([CH:45]([CH3:47])[CH3:46])[CH2:43]C)(C)C.[CH3:48][O:49][C:50]1[CH:51]=[C:52]([S:58](Cl)(=[O:60])=[O:59])[CH:53]=[CH:54][C:55]=1[O:56][CH3:57]. (3) Given the product [Cl:21][C:19]1[CH:20]=[C:15]([C:12]2[CH:13]=[CH:14][C:9]([CH2:8][NH2:7])=[CH:10][C:11]=2[O:24][C:25]([F:28])([F:26])[F:27])[C:16]([O:22][CH3:23])=[N:17][CH:18]=1, predict the reactants needed to synthesize it. The reactants are: C(OC(=O)[NH:7][CH2:8][C:9]1[CH:14]=[CH:13][C:12]([C:15]2[C:16]([O:22][CH3:23])=[N:17][CH:18]=[C:19]([Cl:21])[CH:20]=2)=[C:11]([O:24][C:25]([F:28])([F:27])[F:26])[CH:10]=1)(C)(C)C.FC(F)(F)C(O)=O. (4) Given the product [O:11]1[C:10]2[CH:9]=[CH:8][C:5](/[CH:6]=[CH:7]/[C:4]3[CH:3]=[CH:10][CH:9]=[C:19]4[C:18]=3[CH:20]=[C:25]([C:26]#[N:22])[CH:24]=[CH:23]4)=[CH:4][C:3]=2[O:2][CH2:1]1, predict the reactants needed to synthesize it. The reactants are: [CH2:1]1[O:11][C:10]2[CH:9]=[CH:8][C:5]([CH:6]=[CH2:7])=[CH:4][C:3]=2[O:2]1.C(N([CH:18]([CH3:20])[CH3:19])CC)(C)C.C[N:22]1[CH2:26][CH2:25][CH2:24][C:23]1=O. (5) The reactants are: [NH2:1][C:2]1[CH:3]=[C:4]2[C:8](=[CH:9][CH:10]=1)[NH:7][C:6](=[O:11])[CH2:5]2.Cl.[CH2:13]([CH:20]1[CH2:25][CH2:24][N:23]([CH:26]([CH3:30])[C:27](O)=[O:28])[CH2:22][CH2:21]1)[C:14]1[CH:19]=[CH:18][CH:17]=[CH:16][CH:15]=1. Given the product [CH2:13]([CH:20]1[CH2:21][CH2:22][N:23]([CH:26]([CH3:30])[C:27]([NH:1][C:2]2[CH:3]=[C:4]3[C:8](=[CH:9][CH:10]=2)[NH:7][C:6](=[O:11])[CH2:5]3)=[O:28])[CH2:24][CH2:25]1)[C:14]1[CH:19]=[CH:18][CH:17]=[CH:16][CH:15]=1, predict the reactants needed to synthesize it. (6) The reactants are: [C:1]([NH:4][CH:5]([CH2:14][C:15]1[C:24]2[C:19](=[CH:20][CH:21]=[CH:22][CH:23]=2)[C:18]([NH2:25])=[CH:17][CH:16]=1)[C:6]([NH:8][CH2:9][CH2:10][CH2:11][CH2:12][CH3:13])=[O:7])(=[O:3])[CH3:2].C1C=CC([I+][C:33]2[C:38]([C:39]([O-:41])=[O:40])=[CH:37][CH:36]=[CH:35][CH:34]=2)=CC=1.O. Given the product [C:1]([NH:4][CH:5]([C:6](=[O:7])[NH:8][CH2:9][CH2:10][CH2:11][CH2:12][CH3:13])[CH2:14][C:15]1[C:24]2[C:19](=[CH:20][CH:21]=[CH:22][CH:23]=2)[C:18]([NH:25][C:37]2[CH:36]=[CH:35][CH:34]=[CH:33][C:38]=2[C:39]([OH:41])=[O:40])=[CH:17][CH:16]=1)(=[O:3])[CH3:2], predict the reactants needed to synthesize it.